The task is: Predict the reaction yield, written as a fraction of the theoretical maximum amount of product (1.0 means a 100% yield; for example, 0.34 means a 34% yield).. This data is from Reaction yield outcomes from USPTO patents with 853,638 reactions. (1) The product is [Cl:1][C:2]1[N:7]=[C:6]([NH:11][C@@H:12]2[CH2:17][CH2:16][CH2:15][CH2:14][C@@H:13]2[NH:18][C:19](=[O:25])[O:20][C:21]([CH3:23])([CH3:22])[CH3:24])[CH:5]=[N:4][C:3]=1[C:9]#[N:10]. The yield is 1.00. The catalyst is CN1C(=O)CCC1. The reactants are [Cl:1][C:2]1[C:3]([C:9]#[N:10])=[N:4][CH:5]=[C:6](Cl)[N:7]=1.[NH2:11][C@@H:12]1[CH2:17][CH2:16][CH2:15][CH2:14][C@@H:13]1[NH:18][C:19](=[O:25])[O:20][C:21]([CH3:24])([CH3:23])[CH3:22].CCN(C(C)C)C(C)C.O. (2) The reactants are [CH:1]([C:4]1[N:5]=[C:6]2[CH:11]=[C:10]([C:12]#[N:13])[C:9]([CH3:14])=[CH:8][N:7]2[CH:15]=1)([CH3:3])[CH3:2].[I:16]N1C(=O)CCC1=O.C(=O)([O-])[O-].[Na+].[Na+]. The catalyst is CN(C=O)C. The product is [I:16][C:15]1[N:7]2[CH:8]=[C:9]([CH3:14])[C:10]([C:12]#[N:13])=[CH:11][C:6]2=[N:5][C:4]=1[CH:1]([CH3:3])[CH3:2]. The yield is 0.920. (3) The reactants are [CH3:1][C@H:2]1[CH2:7][NH:6][C@H:5]([CH3:8])[CH2:4][N:3]1[C:9]([O:11][CH2:12][CH3:13])=[O:10].[CH2:14](Br)[CH:15]=[CH2:16].C(=O)([O-])[O-].[Na+].[Na+]. The catalyst is C(#N)C. The product is [CH2:16]([N:6]1[C@H:5]([CH3:8])[CH2:4][N:3]([C:9]([O:11][CH2:12][CH3:13])=[O:10])[C@@H:2]([CH3:1])[CH2:7]1)[CH:15]=[CH2:14]. The yield is 0.810. (4) The reactants are [C:1]1([CH3:17])[CH:6]=[CH:5][CH:4]=[CH:3][C:2]=1[P:7]([C:10]1[CH:15]=[CH:14][CH:13]=[CH:12][C:11]=1[CH3:16])(=O)[OH:8].S(Cl)([Cl:20])=O. No catalyst specified. The product is [C:1]1([CH3:17])[CH:6]=[CH:5][CH:4]=[CH:3][C:2]=1[P:7]([Cl:20])([C:10]1[CH:15]=[CH:14][CH:13]=[CH:12][C:11]=1[CH3:16])=[O:8]. The yield is 0.934.